This data is from Forward reaction prediction with 1.9M reactions from USPTO patents (1976-2016). The task is: Predict the product of the given reaction. (1) Given the reactants [O:1]1[C:10]2[C:5](=[CH:6][CH:7]=[CH:8][CH:9]=2)[C@H:4]([NH:11][C:12]([C@@H:14]2[CH2:19][N:18]3[CH2:20][CH2:21][CH2:22][C@@H:17]3[CH2:16][NH:15]2)=[O:13])[CH2:3][CH2:2]1.[F:23][C:24]1([F:45])[CH2:29][CH2:28][CH:27]([C@H:30]([NH:34][C:35]([O:37][CH2:38][C:39]2[CH:44]=[CH:43][CH:42]=[CH:41][CH:40]=2)=[O:36])[C:31](O)=[O:32])[CH2:26][CH2:25]1.F[P-](F)(F)(F)(F)F.N1(OC(N(C)C)=[N+](C)C)C2C=CC=CC=2N=N1.C(N(CC)C(C)C)(C)C, predict the reaction product. The product is: [CH2:38]([O:37][C:35](=[O:36])[NH:34][C@@H:30]([CH:27]1[CH2:26][CH2:25][C:24]([F:45])([F:23])[CH2:29][CH2:28]1)[C:31]([N:15]1[C@H:14]([C:12](=[O:13])[NH:11][C@H:4]2[C:5]3[C:10](=[CH:9][CH:8]=[CH:7][CH:6]=3)[O:1][CH2:2][CH2:3]2)[CH2:19][N:18]2[CH2:20][CH2:21][CH2:22][C@@H:17]2[CH2:16]1)=[O:32])[C:39]1[CH:40]=[CH:41][CH:42]=[CH:43][CH:44]=1. (2) Given the reactants [OH:1][C:2]1[CH:3]=[C:4]([C:9](=[O:11])[CH3:10])[CH:5]=[CH:6][C:7]=1[CH3:8].C([O-])([O-])=O.[K+].[K+].[CH3:18][C:19]1[CH:26]=[CH:25][CH:24]=[C:23]([CH3:27])[C:20]=1[CH2:21]Cl, predict the reaction product. The product is: [CH3:18][C:19]1[CH:26]=[CH:25][CH:24]=[C:23]([CH3:27])[C:20]=1[CH2:21][O:1][C:2]1[CH:3]=[C:4]([C:9](=[O:11])[CH3:10])[CH:5]=[CH:6][C:7]=1[CH3:8]. (3) Given the reactants Cl[C:2]1[C:3]([NH2:9])=[N:4][CH:5]=[N:6][C:7]=1Cl.[NH2:10][CH2:11][CH:12]1[CH2:17][CH2:16][N:15]([C:18]([O:20]C(C)(C)C)=O)[CH2:14][CH2:13]1.[O:25]([C:32]1[CH:37]=[CH:36][C:35](B(O)O)=[CH:34][CH:33]=1)[C:26]1[CH:31]=[CH:30][CH:29]=[CH:28][CH:27]=1.[C:41](O)(=O)/[CH:42]=[CH:43]/C, predict the reaction product. The product is: [NH2:9][C:3]1[N:4]=[CH:5][N:6]=[C:7]([NH:10][CH2:11][CH:12]2[CH2:13][CH2:14][N:15]([C:18](=[O:20])/[CH:41]=[CH:42]/[CH3:43])[CH2:16][CH2:17]2)[C:2]=1[C:29]1[CH:30]=[CH:31][C:26]([O:25][C:32]2[CH:37]=[CH:36][CH:35]=[CH:34][CH:33]=2)=[CH:27][CH:28]=1. (4) Given the reactants Br[C:2]1[CH:3]=[N:4][CH:5]=[C:6]([Br:8])[CH:7]=1.[Li]CCCC.CN([CH:17]=[O:18])C, predict the reaction product. The product is: [Br:8][C:6]1[CH:7]=[C:2]([CH:17]=[O:18])[CH:3]=[N:4][CH:5]=1.